This data is from Forward reaction prediction with 1.9M reactions from USPTO patents (1976-2016). The task is: Predict the product of the given reaction. Given the reactants [CH:1]1([N:6]2[CH2:11][CH2:10][CH:9]([O:12][C:13]3[CH:18]=[CH:17][C:16]([N:19]4[CH2:24][CH2:23][N:22](C(OCC5C=CC=CC=5)=O)[CH2:21][C:20]4=[O:35])=[CH:15][CH:14]=3)[CH2:8][CH2:7]2)[CH2:5][CH2:4][CH2:3][CH2:2]1, predict the reaction product. The product is: [CH:1]1([N:6]2[CH2:7][CH2:8][CH:9]([O:12][C:13]3[CH:18]=[CH:17][C:16]([N:19]4[CH2:24][CH2:23][NH:22][CH2:21][C:20]4=[O:35])=[CH:15][CH:14]=3)[CH2:10][CH2:11]2)[CH2:5][CH2:4][CH2:3][CH2:2]1.